From a dataset of Reaction yield outcomes from USPTO patents with 853,638 reactions. Predict the reaction yield, written as a fraction of the theoretical maximum amount of product (1.0 means a 100% yield; for example, 0.34 means a 34% yield). (1) The reactants are [CH3:1][O:2][C:3](=[O:7])[C@H:4]1[O:6][CH2:5]1.[CH2:8]([SH:15])[C:9]1[CH:14]=[CH:13][CH:12]=[CH:11][CH:10]=1. No catalyst specified. The product is [CH3:1][O:2][C:3](=[O:7])[C@@H:4]([OH:6])[CH2:5][S:15][CH2:8][C:9]1[CH:14]=[CH:13][CH:12]=[CH:11][CH:10]=1. The yield is 0.920. (2) The reactants are CS([O:5][C:6]1[CH:7]=[C:8]2[C:34](=[CH:35][C:36]=1[CH3:37])[O:33][C:11]1([CH2:20][C:19]([CH3:22])([CH3:21])[C:18]3[C:13](=[CH:14][C:15]([CH3:32])=[C:16]([O:23][CH2:24][CH2:25][CH2:26]OS(C)(=O)=O)[CH:17]=3)[O:12]1)[CH2:10][C:9]2([CH3:39])[CH3:38])(=O)=O.[NH:40]1[CH:44]=[CH:43][CH:42]=[N:41]1.[H-].[Na+].[OH-].[Na+].Cl. The catalyst is CN(C=O)C.C1COCC1.CO.O. The product is [OH:5][C:6]1[CH:7]=[C:8]2[C:34](=[CH:35][C:36]=1[CH3:37])[O:33][C:11]1([CH2:20][C:19]([CH3:21])([CH3:22])[C:18]3[C:13](=[CH:14][C:15]([CH3:32])=[C:16]([O:23][CH2:24][CH2:25][CH2:26][N:40]4[CH:44]=[CH:43][CH:42]=[N:41]4)[CH:17]=3)[O:12]1)[CH2:10][C:9]2([CH3:39])[CH3:38]. The yield is 0.770. (3) The reactants are [N+:1]([C:4]1[CH:11]=[CH:10][C:7](CBr)=[CH:6][CH:5]=1)([O-:3])=[O:2].[CH3:12][NH:13][CH3:14].CO.[C:17](=O)([O-])[O-].[K+].[K+]. The catalyst is CN(C)C=O. The product is [CH3:12][N:13]([CH2:17][C:4]1([N+:1]([O-:3])=[O:2])[CH:5]=[CH:6][CH:7]=[CH:10][CH2:11]1)[CH3:14]. The yield is 0.720.